From a dataset of Catalyst prediction with 721,799 reactions and 888 catalyst types from USPTO. Predict which catalyst facilitates the given reaction. (1) Reactant: [CH2:1]1[O:8][C@@H:7]2[O:9][C@H:2]1[CH:3]=[CH:4][C:5]2=[O:6].C(O)(=[O:12])C. Product: [CH2:1]1[O:8][C@@H:7]2[O:9][C@H:2]1[CH:3]=[CH:4][C:5]2=[O:6].[C@@H:7]12[O:8][CH2:1][C@@H:2]([O:9]1)[C@@H:3]([OH:12])[CH2:4][C:5]2=[O:6]. The catalyst class is: 33. (2) Reactant: Cl[C:2]1[CH:7]=[CH:6][C:5]([N+:8]([O-:10])=[O:9])=[CH:4][N:3]=1.C(=O)([O-])[O-].[K+].[K+].Cl.[CH3:18][C:19]1[C:36]([CH3:37])=[CH:35][C:22]2[NH:23][C:24]([C:26]3[NH:27][N:28]=[C:29]4[C:34]=3[CH2:33][CH2:32][NH:31][CH2:30]4)=[N:25][C:21]=2[CH:20]=1.O. Product: [CH3:37][C:36]1[C:19]([CH3:18])=[CH:20][C:21]2[NH:25][C:24]([C:26]3[NH:27][N:28]=[C:29]4[C:34]=3[CH2:33][CH2:32][N:31]([C:2]3[CH:7]=[CH:6][C:5]([N+:8]([O-:10])=[O:9])=[CH:4][N:3]=3)[CH2:30]4)=[N:23][C:22]=2[CH:35]=1. The catalyst class is: 9. (3) The catalyst class is: 854. Reactant: C([O:4][CH2:5][C:6]1[C:7]([N:39]2[CH2:51][CH2:50][N:42]3[C:43]4[CH2:44][CH2:45][CH2:46][CH2:47][C:48]=4[CH:49]=[C:41]3[C:40]2=[O:52])=[N:8][CH:9]=[CH:10][C:11]=1[C:12]1[CH:17]=[C:16]([NH:18][C:19]2[CH:24]=[CH:23][C:22]([N:25]3[CH:30]4[CH2:31][CH2:32][CH:26]3[CH2:27][N:28]([CH:33]3[CH2:36][O:35][CH2:34]3)[CH2:29]4)=[CH:21][N:20]=2)[C:15](=[O:37])[N:14]([CH3:38])[CH:13]=1)(=O)C.[OH-].[Li+]. Product: [OH:4][CH2:5][C:6]1[C:7]([N:39]2[CH2:51][CH2:50][N:42]3[C:43]4[CH2:44][CH2:45][CH2:46][CH2:47][C:48]=4[CH:49]=[C:41]3[C:40]2=[O:52])=[N:8][CH:9]=[CH:10][C:11]=1[C:12]1[CH:17]=[C:16]([NH:18][C:19]2[CH:24]=[CH:23][C:22]([N:25]3[C@@H:30]4[CH2:31][CH2:32][C@H:26]3[CH2:27][N:28]([CH:33]3[CH2:36][O:35][CH2:34]3)[CH2:29]4)=[CH:21][N:20]=2)[C:15](=[O:37])[N:14]([CH3:38])[CH:13]=1. (4) Reactant: [CH3:1][O:2][C:3](=[O:37])[C:4]1[CH:9]=[C:8]([O:10][C:11]2[CH:12]=[C:13]([C:20]3[CH:25]=[CH:24][CH:23]=[CH:22][CH:21]=3)[C:14]([N+:17]([O-])=O)=[CH:15][CH:16]=2)[CH:7]=[CH:6][C:5]=1[NH:26][S:27]([C:30]1[CH:35]=[CH:34][C:33]([CH3:36])=[CH:32][CH:31]=1)(=[O:29])=[O:28].[H][H]. Product: [CH3:1][O:2][C:3](=[O:37])[C:4]1[CH:9]=[C:8]([O:10][C:11]2[CH:12]=[C:13]([C:20]3[CH:21]=[CH:22][CH:23]=[CH:24][CH:25]=3)[C:14]([NH2:17])=[CH:15][CH:16]=2)[CH:7]=[CH:6][C:5]=1[NH:26][S:27]([C:30]1[CH:31]=[CH:32][C:33]([CH3:36])=[CH:34][CH:35]=1)(=[O:29])=[O:28]. The catalyst class is: 358. (5) Reactant: Br[CH2:2][C:3]1[CH:10]=[C:9]([Cl:11])[CH:8]=[C:7]([Cl:12])[C:4]=1[C:5]#[N:6].[C:13]([O:16][CH2:17][CH2:18][OH:19])(=[O:15])[CH3:14].[H-].[Na+].Cl. Product: [C:13]([O:16][CH2:17][CH2:18][O:19][CH2:2][C:3]1[CH:10]=[C:9]([Cl:11])[CH:8]=[C:7]([Cl:12])[C:4]=1[C:5]#[N:6])(=[O:15])[CH3:14]. The catalyst class is: 1. (6) Reactant: Cl[CH2:2][CH2:3][O:4][C:5]1[CH:10]=[CH:9][C:8]([C:11]2[S:32][C:14]3=[N:15][CH:16]=[C:17]([C:30]#[N:31])[C:18]([NH:19][C:20]4[C:21]([CH3:29])=[C:22]5[C:26](=[CH:27][CH:28]=4)[NH:25][CH:24]=[CH:23]5)=[C:13]3[CH:12]=2)=[CH:7][CH:6]=1.[CH3:33][NH:34][CH3:35].C1COCC1.[I].[Na]. Product: [CH3:33][N:34]([CH3:35])[CH2:2][CH2:3][O:4][C:5]1[CH:10]=[CH:9][C:8]([C:11]2[S:32][C:14]3=[N:15][CH:16]=[C:17]([C:30]#[N:31])[C:18]([NH:19][C:20]4[C:21]([CH3:29])=[C:22]5[C:26](=[CH:27][CH:28]=4)[NH:25][CH:24]=[CH:23]5)=[C:13]3[CH:12]=2)=[CH:7][CH:6]=1. The catalyst class is: 57. (7) Reactant: [CH:1]1[C:11]2[CH:10]=[CH:9][C:8]3[CH:12]=[CH:13][CH:14]=[CH:15][C:7]=3[CH:6]([O:16][CH2:17][CH2:18][OH:19])[C:5]=2[CH:4]=[CH:3][CH:2]=1.C(P(CCCC)CCCC)CCC.[CH2:33]([O:35][C:36](=[O:49])[CH:37]([O:46][CH2:47][CH3:48])[CH2:38][C:39]1[CH:44]=[CH:43][C:42](O)=[CH:41][CH:40]=1)[CH3:34].O. Product: [CH2:33]([O:35][C:36](=[O:49])[CH:37]([O:46][CH2:47][CH3:48])[CH2:38][C:39]1[CH:44]=[CH:43][C:42]([O:19][CH2:18][CH2:17][O:16][CH:6]2[C:7]3[CH:15]=[CH:14][CH:13]=[CH:12][C:8]=3[CH:9]=[CH:10][C:11]3[CH:1]=[CH:2][CH:3]=[CH:4][C:5]2=3)=[CH:41][CH:40]=1)[CH3:34]. The catalyst class is: 48.